Binary Classification. Given a miRNA mature sequence and a target amino acid sequence, predict their likelihood of interaction. From a dataset of Experimentally validated miRNA-target interactions with 360,000+ pairs, plus equal number of negative samples. (1) The miRNA is hsa-miR-1269b with sequence CUGGACUGAGCCAUGCUACUGG. The protein sequence of the target gene is MQKGIRLNDGHVASLGLLARKDGTRKGYLSKRSSDNTKWQTKWFALLQNLLFYFESDSSSRPSGLYLLEGCVCDRAPSPKPALSAKEPLEKQHYFTVNFSHENQKALELRTEDAKDCDEWVAAIAHASYRTLATEHEALMQKYLHLLQIVETEKTVAKQLRQQIEDGEIEIERLKAEITSLLKDNERIQSTQTVAPNDEDSDIKKIKKVQSFLRGWLCRRKWKTIIQDYIRSPHADSMRKRNQVVFSMLEAEAEYVQQLHILVNNFLRPLRMAASSKKPPITHDDVSSIFLNSETIMFLH.... Result: 0 (no interaction). (2) The miRNA is hsa-miR-6773-5p with sequence UUGGGCCCAGGAGUAAACAGGAU. The protein sequence of the target gene is MRVLVRRCWGPPLAHGARRGRPSPQWRALARLGWEDCRDSRVREKPPWRVLFFGTDQFAREALRALHAARENKEEELIDKLEVVTMPSPSPKGLPVKQYAVQSQLPVYEWPDVGSGEYDVGVVASFGRLLNEALILKFPYGILNVHPSCLPRWRGPAPVIHTVLHGDTVTGVTIMQIRPKRFDVGPILKQETVPVPPKSTAKELEAVLSRLGANMLISVLKNLPESLSNGRQQPMEGATYAPKISAGTSCIKWEEQTSEQIFRLYRAIGNIIPLQTLWMANTIKLLDLVEVNSSVLADPK.... Result: 1 (interaction). (3) The miRNA is mmu-miR-181a-5p with sequence AACAUUCAACGCUGUCGGUGAGU. Result: 1 (interaction). The protein sequence of the target gene is MAEVGPGRVTVSRLGRGLRLGHRRPQTWEISDSDGEGVPAREVGTQAPSPAGERRAAAKALRADQVLGRLVVCVDPAVLEDAGSDILMEALGTLGCECRIEPQHQARSLQWNVVRPDPAPSNVPLEAKAENEQEQLLLLEPQEFLQGAAQLTQITDPPCSIPWLSPKSLTRSHLAVIGLDAYLWSHQLSSQKTWQLKKSKEAHARGAISWAEVEEILVLLQLHANLDVLLMASWQELSQYVCAFTRALSQLPSKQHRDSQAFSFCTAGHWASGQQVTRDGSGLRGVWWRQIRQFNRVSPA.... (4) The miRNA is hsa-miR-8065 with sequence UGUAGGAACAGUUGAAUUUUGGCU. The protein sequence of the target gene is MPTWGARPASPDRFAVSAEAENKVREQQPHVERIFSVGVSVLPKDCPDNPHIWLQLEGPKENASRAKEYLKGLCSPELQDEIHYPPKLHCIFLGAQGFFLDCLAWSTSAHLVPRAPGSLMISGLTEAFVMAQSRVEELAERLSWDFTPGPSSGASQCTGVLRDFSALLQSPGDAHREALLQLPLAVQEELLSLVQEASSGQGPGALASWEGRSSALLGAQCQGVRAPPSDGRESLDTGSMGPGDCRGARGDTYAVEKEGGKQGGPREMDWGWKELPGEEAWEREVALRPQSVGGGARESA.... Result: 1 (interaction). (5) The miRNA is hsa-miR-342-3p with sequence UCUCACACAGAAAUCGCACCCGU. The protein sequence of the target gene is MGNLPSAAKHCLNYQQLLREHLWSGDSVAGALDAAQEASQLPGLPEYVKIVEVGPRDGLQNEKVIVPTDIKIELINQLSQTGLSVIEVTSFVSSRWVPQMADHAEVMRGIRQYPGVRYPVLTPNLQGFQHAVAAGATEIAVFGAASESFSKKNINCSIEESMGRFQEVISSARHMDIPVRGYVSCALGCPYEGSITPQKVTEVSKRLYGMGCYEISLGDTIGVGTPGSMKMMLESVMKEIPPGALAVHCHDTYGQALANILTALQMGINVVDSAVSGLGGCPYAKGASGNVATEDLIYML.... Result: 0 (no interaction).